From a dataset of NCI-60 drug combinations with 297,098 pairs across 59 cell lines. Regression. Given two drug SMILES strings and cell line genomic features, predict the synergy score measuring deviation from expected non-interaction effect. (1) Drug 1: C1=NC2=C(N1)C(=S)N=C(N2)N. Drug 2: C1C(C(OC1N2C=NC3=C2NC=NCC3O)CO)O. Cell line: DU-145. Synergy scores: CSS=31.2, Synergy_ZIP=-2.96, Synergy_Bliss=-5.56, Synergy_Loewe=-3.55, Synergy_HSA=-3.13. (2) Drug 1: CC1=CC2C(CCC3(C2CCC3(C(=O)C)OC(=O)C)C)C4(C1=CC(=O)CC4)C. Drug 2: CS(=O)(=O)OCCCCOS(=O)(=O)C. Cell line: A498. Synergy scores: CSS=10.2, Synergy_ZIP=-1.88, Synergy_Bliss=0.0312, Synergy_Loewe=0.116, Synergy_HSA=0.279.